Dataset: Peptide-MHC class II binding affinity with 134,281 pairs from IEDB. Task: Regression. Given a peptide amino acid sequence and an MHC pseudo amino acid sequence, predict their binding affinity value. This is MHC class II binding data. (1) The peptide sequence is CDGSILGAAVNGKKS. The MHC is HLA-DQA10303-DQB10402 with pseudo-sequence HLA-DQA10303-DQB10402. The binding affinity (normalized) is 0.253. (2) The peptide sequence is CPLDHVNTLHFLTRG. The MHC is H-2-IAb with pseudo-sequence H-2-IAb. The binding affinity (normalized) is 0. (3) The peptide sequence is KKKCDTLLCDIGESSSS. The MHC is DRB1_1301 with pseudo-sequence DRB1_1301. The binding affinity (normalized) is 0. (4) The peptide sequence is RVWEQIFSTWLLKPG. The MHC is DRB1_0701 with pseudo-sequence DRB1_0701. The binding affinity (normalized) is 0.555. (5) The peptide sequence is EEDIEIIPPIQEEEY. The MHC is HLA-DQA10501-DQB10201 with pseudo-sequence HLA-DQA10501-DQB10201. The binding affinity (normalized) is 0.572. (6) The peptide sequence is SAVIGTLAAAMFGAV. The MHC is HLA-DQA10501-DQB10301 with pseudo-sequence HLA-DQA10501-DQB10301. The binding affinity (normalized) is 0.828. (7) The peptide sequence is CDPKRYFVPIFSEAV. The MHC is DRB1_0401 with pseudo-sequence DRB1_0401. The binding affinity (normalized) is 0.808. (8) The MHC is DRB1_0802 with pseudo-sequence DRB1_0802. The binding affinity (normalized) is 0.116. The peptide sequence is AYTSSDDQISLFDQS. (9) The peptide sequence is CAVVIIGVLHQNFKD. The MHC is HLA-DQA10501-DQB10302 with pseudo-sequence HLA-DQA10501-DQB10302. The binding affinity (normalized) is 0.